This data is from Full USPTO retrosynthesis dataset with 1.9M reactions from patents (1976-2016). The task is: Predict the reactants needed to synthesize the given product. (1) The reactants are: [CH3:1][C:2]1(CN)C2C=CC=CC=2OC2[C:3]1=[CH:4]C=CC=2.[CH3:18][O:19][C:20]([CH:22]1[C:35]2[CH:34]=[CH:33][CH:32]=[CH:31][C:30]=2[O:29][C:28]2[C:23]1=[CH:24][CH:25]=[CH:26][CH:27]=2)=[O:21].BrCCC=C. Given the product [CH3:18][O:19][C:20]([C:22]1([CH2:4][CH2:3][CH:2]=[CH2:1])[C:23]2[CH:24]=[CH:25][CH:26]=[CH:27][C:28]=2[O:29][C:30]2[C:35]1=[CH:34][CH:33]=[CH:32][CH:31]=2)=[O:21], predict the reactants needed to synthesize it. (2) Given the product [CH3:1][C:2]1[N:7]([C:8]2[CH:13]=[CH:12][CH:11]=[C:10]([C:14]([F:15])([F:16])[F:17])[CH:9]=2)[C:6](=[O:18])[C:5]([C:19]([NH:29][CH2:28][C:27]2[CH:30]=[CH:31][C:24]([S:23][CH3:22])=[CH:25][CH:26]=2)=[O:20])=[CH:4][CH:3]=1, predict the reactants needed to synthesize it. The reactants are: [CH3:1][C:2]1[N:7]([C:8]2[CH:13]=[CH:12][CH:11]=[C:10]([C:14]([F:17])([F:16])[F:15])[CH:9]=2)[C:6](=[O:18])[C:5]([C:19](O)=[O:20])=[CH:4][CH:3]=1.[CH3:22][S:23][C:24]1[CH:31]=[CH:30][C:27]([CH2:28][NH2:29])=[CH:26][CH:25]=1.CN(C(ON1N=NC2C=CC=CC1=2)=[N+](C)C)C.F[P-](F)(F)(F)(F)F.CCN(C(C)C)C(C)C. (3) Given the product [CH3:1][O:2][C:3]([C:5]1[S:6][C:7]([NH:13][C:19](=[O:20])[C:18]2[CH:22]=[CH:23][C:15]([F:14])=[CH:16][CH:17]=2)=[C:8]([CH3:12])[C:9]=1[C:10]#[N:11])=[O:4], predict the reactants needed to synthesize it. The reactants are: [CH3:1][O:2][C:3]([C:5]1[S:6][C:7]([NH2:13])=[C:8]([CH3:12])[C:9]=1[C:10]#[N:11])=[O:4].[F:14][C:15]1[CH:23]=[CH:22][C:18]([C:19](O)=[O:20])=[CH:17][CH:16]=1. (4) Given the product [I:25][C:9]1[C:7]2[N:8]=[C:3]([S:2][CH3:1])[N:4]=[CH:5][C:6]=2[CH:12]=[N:11][CH:10]=1, predict the reactants needed to synthesize it. The reactants are: [CH3:1][S:2][C:3]1[N:4]=[CH:5][C:6]2[CH:12]=[N:11][CH:10]=[CH:9][C:7]=2[N:8]=1.CN(C)C=O.FC(F)(F)C(O)=O.[I:25]N1C(=O)CCC1=O.S([O-])([O-])(=O)=S.[Na+].[Na+]. (5) Given the product [CH3:1][C@H:2]1[CH2:7][CH2:6][CH2:5][C@@H:4]([CH3:8])[N:3]1[CH2:10][C:11]1[CH:12]=[CH:13][C:14]([C:15]([NH:17][C:18]2[CH:19]=[CH:20][C:21]([O:24][C:25](=[O:34])[N:26]([CH3:33])[C:27]3[CH:32]=[CH:31][CH:30]=[CH:29][CH:28]=3)=[N:22][CH:23]=2)=[O:16])=[CH:35][CH:36]=1, predict the reactants needed to synthesize it. The reactants are: [CH3:1][C@H:2]1[CH2:7][CH2:6][CH2:5][C@@H:4]([CH3:8])[NH:3]1.Cl[CH2:10][C:11]1[CH:36]=[CH:35][C:14]([C:15]([NH:17][C:18]2[CH:19]=[CH:20][C:21]([O:24][C:25](=[O:34])[N:26]([CH3:33])[C:27]3[CH:32]=[CH:31][CH:30]=[CH:29][CH:28]=3)=[N:22][CH:23]=2)=[O:16])=[CH:13][CH:12]=1.